This data is from Forward reaction prediction with 1.9M reactions from USPTO patents (1976-2016). The task is: Predict the product of the given reaction. (1) Given the reactants F[C:2]1[CH:7]=[CH:6][C:5]([F:8])=[CH:4][C:3]=1[N+:9]([O-:11])=[O:10].[NH2:12][C:13]1[CH:18]=[CH:17][C:16]([CH2:19][CH2:20][OH:21])=[CH:15][CH:14]=1, predict the reaction product. The product is: [F:8][C:5]1[CH:6]=[CH:7][C:2]([NH:12][C:13]2[CH:18]=[CH:17][C:16]([CH2:19][CH2:20][OH:21])=[CH:15][CH:14]=2)=[C:3]([N+:9]([O-:11])=[O:10])[CH:4]=1. (2) Given the reactants Cl[C:2]1[C:11]2[C:6](=[CH:7][CH:8]=[CH:9][C:10]=2[F:12])[N:5]=[C:4]([C:13]2[CH:18]=[CH:17][CH:16]=[CH:15][N:14]=2)[C:3]=1[CH3:19].[NH2:20][C:21]1[C:22]([C:33]#[N:34])=[N:23][CH:24]=[C:25]([N:27]2[CH2:32][CH2:31][O:30][CH2:29][CH2:28]2)[CH:26]=1.Cl.O1CCOCC1, predict the reaction product. The product is: [F:12][C:10]1[CH:9]=[CH:8][CH:7]=[C:6]2[C:11]=1[C:2]([NH:20][C:21]1[C:22]([C:33]#[N:34])=[N:23][CH:24]=[C:25]([N:27]3[CH2:28][CH2:29][O:30][CH2:31][CH2:32]3)[CH:26]=1)=[C:3]([CH3:19])[C:4]([C:13]1[CH:18]=[CH:17][CH:16]=[CH:15][N:14]=1)=[N:5]2. (3) Given the reactants [C:1]1([C:7]2[CH:13]=[CH:12][C:10]([NH2:11])=[CH:9][CH:8]=2)[CH2:6][CH2:5][CH2:4][CH2:3][CH:2]=1.[CH:14]([C:16]1[CH:25]=[CH:24][C:19]([C:20]([O:22][CH3:23])=[O:21])=[CH:18][CH:17]=1)=O.C(O)(=O)C.[BH-](OC(C)=O)(OC(C)=O)OC(C)=O.[Na+], predict the reaction product. The product is: [CH3:23][O:22][C:20](=[O:21])[C:19]1[CH:24]=[CH:25][C:16]([CH2:14][NH:11][C:10]2[CH:9]=[CH:8][C:7]([C:1]3[CH2:6][CH2:5][CH2:4][CH2:3][CH:2]=3)=[CH:13][CH:12]=2)=[CH:17][CH:18]=1. (4) Given the reactants [NH2:1][C:2]1[CH:3]=[C:4]([C:8]2[CH:12]=[CH:11][N:10]([CH:13]([O:26][CH2:27][CH3:28])[C:14]([NH:16][CH2:17][C:18]3[CH:23]=[CH:22][C:21]([C:24]#[N:25])=[CH:20][CH:19]=3)=[O:15])[N:9]=2)[CH:5]=[CH:6][CH:7]=1.C(N(CC)CC)C.[C:36](Cl)(=[O:38])[CH3:37], predict the reaction product. The product is: [C:36]([NH:1][C:2]1[CH:3]=[C:4]([C:8]2[CH:12]=[CH:11][N:10]([CH:13]([O:26][CH2:27][CH3:28])[C:14]([NH:16][CH2:17][C:18]3[CH:19]=[CH:20][C:21]([C:24]#[N:25])=[CH:22][CH:23]=3)=[O:15])[N:9]=2)[CH:5]=[CH:6][CH:7]=1)(=[O:38])[CH3:37]. (5) The product is: [CH3:20][C:19]1[NH:22][C:23]([CH3:24])=[C:25]([C:26](=[O:31])[CH2:27][CH:28]([CH3:30])[CH3:29])[CH:13]([C:5]2[CH:6]=[CH:7][CH:8]=[C:9]3[C:4]=2[O:3][C:2]([CH3:1])=[CH:11][C:10]3=[O:12])[C:14]=1[C:15]([O:17][CH3:18])=[O:16]. Given the reactants [CH3:1][C:2]1[O:3][C:4]2[C:9]([C:10](=[O:12])[CH:11]=1)=[CH:8][CH:7]=[CH:6][C:5]=2[CH:13]=[C:14]([C:19](=O)[CH3:20])[C:15]([O:17][CH3:18])=[O:16].[NH2:22][C:23](=[CH:25][C:26](=[O:31])[CH2:27][CH:28]([CH3:30])[CH3:29])[CH3:24], predict the reaction product. (6) Given the reactants Br[C:2]1[C:3]([CH3:9])=[N:4][N:5]([CH3:8])[C:6]=1[Cl:7].[Cl:10][C:11]1[C:16]([F:17])=[CH:15][CH:14]=[C:13]([O:18][CH3:19])[C:12]=1[C@H:20]([C:22]1[C:30]2[C:25](=[N:26][CH:27]=[C:28](B3OC(C)(C)C(C)(C)O3)[CH:29]=2)[NH:24][CH:23]=1)[CH3:21].C(=O)([O-])[O-].[K+].[K+], predict the reaction product. The product is: [Cl:7][C:6]1[N:5]([CH3:8])[N:4]=[C:3]([CH3:9])[C:2]=1[C:28]1[CH:29]=[C:30]2[C:22]([C@@H:20]([C:12]3[C:13]([O:18][CH3:19])=[CH:14][CH:15]=[C:16]([F:17])[C:11]=3[Cl:10])[CH3:21])=[CH:23][NH:24][C:25]2=[N:26][CH:27]=1. (7) Given the reactants [CH3:1][C:2]1[CH:10]=[C:9]([C:11]([F:14])([F:13])[F:12])[CH:8]=[CH:7][C:3]=1[C:4]([OH:6])=O.[CH2:15]([O:17][C:18](=[O:40])[CH2:19][CH2:20][C:21]1[CH:26]=[CH:25][C:24]([O:27][C:28]2[CH:33]=[C:32]([F:34])[CH:31]=[C:30]([CH:35]([NH2:37])[CH3:36])[CH:29]=2)=[CH:23][C:22]=1[CH2:38][CH3:39])[CH3:16].Cl.CN(C)CCCN=C=NCC.O.ON1C2C=CC=CC=2N=N1.C(N(CC)C(C)C)(C)C, predict the reaction product. The product is: [CH2:15]([O:17][C:18](=[O:40])[CH2:19][CH2:20][C:21]1[CH:26]=[CH:25][C:24]([O:27][C:28]2[CH:29]=[C:30]([CH:35]([NH:37][C:4](=[O:6])[C:3]3[CH:7]=[CH:8][C:9]([C:11]([F:14])([F:13])[F:12])=[CH:10][C:2]=3[CH3:1])[CH3:36])[CH:31]=[C:32]([F:34])[CH:33]=2)=[CH:23][C:22]=1[CH2:38][CH3:39])[CH3:16].